The task is: Predict the reactants needed to synthesize the given product.. This data is from Full USPTO retrosynthesis dataset with 1.9M reactions from patents (1976-2016). (1) Given the product [OH:26][CH2:25][C:24]1[C:23]([C:4]2[CH:5]=[C:6]([NH:9][C:10]3[CH:15]=[CH:14][C:13]([N:16]4[CH2:21][CH2:20][N:19]([CH3:22])[CH2:18][CH2:17]4)=[CH:12][N:11]=3)[C:7](=[O:8])[N:2]([CH3:1])[CH:3]=2)=[CH:33][CH:32]=[CH:31][C:30]=1[N:34]1[CH2:46][CH2:45][N:37]2[C:38]3[CH2:39][CH2:40][CH2:41][CH2:42][C:43]=3[CH:44]=[C:36]2[C:35]1=[O:47], predict the reactants needed to synthesize it. The reactants are: [CH3:1][N:2]1[C:7](=[O:8])[C:6]([NH:9][C:10]2[CH:15]=[CH:14][C:13]([N:16]3[CH2:21][CH2:20][N:19]([CH3:22])[CH2:18][CH2:17]3)=[CH:12][N:11]=2)=[CH:5][C:4]([C:23]2[CH:33]=[CH:32][CH:31]=[C:30]([N:34]3[CH2:46][CH2:45][N:37]4[C:38]5[CH2:39][CH2:40][CH2:41][CH2:42][C:43]=5[CH:44]=[C:36]4[C:35]3=[O:47])[C:24]=2[CH2:25][O:26]C(=O)C)=[CH:3]1.O[Li].O.C1COCC1.C(O)(C)C. (2) Given the product [CH3:23][O:25][C:26](=[O:28])[C:27]1[C:5]([NH2:4])=[CH:6][CH:10]=[C:11]([CH3:15])[C:12]=1[F:14], predict the reactants needed to synthesize it. The reactants are: C(O)C.[NH2:4][C:5]1C=[C:12]([F:14])[C:11]([CH3:15])=[CH:10][C:6]=1C(O)=O.C[Si](C=[N+]=[N-])(C)C.[CH2:23]([O:25][C:26](=[O:28])[CH3:27])C. (3) Given the product [CH3:1][O:2][C:3]1[CH:4]=[C:5]([CH:10]=[CH:11][C:12]=1[O:13][CH3:14])[O:6][CH2:7][C:8]1[NH:9][C:17]([C@@H:19]2[CH2:23][CH2:22][CH2:21][N:20]2[C:24]([O:26][C:27]([CH3:30])([CH3:29])[CH3:28])=[O:25])=[N:15][N:16]=1, predict the reactants needed to synthesize it. The reactants are: [CH3:1][O:2][C:3]1[CH:4]=[C:5]([CH:10]=[CH:11][C:12]=1[O:13][CH3:14])[O:6][CH2:7][C:8]#[N:9].[NH:15]([C:17]([C@@H:19]1[CH2:23][CH2:22][CH2:21][N:20]1[C:24]([O:26][C:27]([CH3:30])([CH3:29])[CH3:28])=[O:25])=O)[NH2:16].C([O-])([O-])=O.[K+].[K+]. (4) The reactants are: [O:1]1[C:5]2[CH:6]=[CH:7][C:8]([O:10][CH2:11][CH2:12][CH2:13][NH:14][CH3:15])=[CH:9][C:4]=2[O:3][CH2:2]1.[O:16]=[C:17]([OH:29])[C@@H:18]([C@H:20]([C@H:22]([C@@H:24]([C:26]([OH:28])=[O:27])[OH:25])[OH:23])[OH:21])[OH:19].O. Given the product [O:16]=[C:17]([OH:29])[C@@H:18]([C@H:20]([C@H:22]([C@@H:24]([C:26]([OH:28])=[O:27])[OH:25])[OH:23])[OH:21])[OH:19].[O:1]1[C:5]2[CH:6]=[CH:7][C:8]([O:10][CH2:11][CH2:12][CH2:13][NH:14][CH3:15])=[CH:9][C:4]=2[O:3][CH2:2]1.[O:1]1[C:5]2[CH:6]=[CH:7][C:8]([O:10][CH2:11][CH2:12][CH2:13][NH:14][CH3:15])=[CH:9][C:4]=2[O:3][CH2:2]1, predict the reactants needed to synthesize it. (5) Given the product [Cl:1][C:2]1[CH:7]=[C:6]([CH:5]=[C:4]([CH3:8])[C:3]=1[OH:9])[C:15]#[N:16], predict the reactants needed to synthesize it. The reactants are: [Cl:1][C:2]1[CH:7]=[CH:6][CH:5]=[C:4]([CH3:8])[C:3]=1[OH:9].C(C1C=C(C=C(C)C=1O)[C:15]#[N:16])C. (6) Given the product [Cl:31][C:24]1[CH:23]=[C:22]([C:19]2[CH:20]=[CH:21][N:17]([CH2:16][C@@H:15]([NH:14][C:9]([C:7]3[N:6]=[C:5]([CH3:12])[N:4]([CH2:3][CH:2]([F:1])[F:13])[CH:8]=3)=[O:11])[CH3:32])[N:18]=2)[CH:29]=[C:28]([F:30])[C:25]=1[C:26]#[N:27], predict the reactants needed to synthesize it. The reactants are: [F:1][CH:2]([F:13])[CH2:3][N:4]1[CH:8]=[C:7]([C:9]([OH:11])=O)[N:6]=[C:5]1[CH3:12].[NH2:14][C@@H:15]([CH3:32])[CH2:16][N:17]1[CH:21]=[CH:20][C:19]([C:22]2[CH:29]=[C:28]([F:30])[C:25]([C:26]#[N:27])=[C:24]([Cl:31])[CH:23]=2)=[N:18]1.C1C=CC2N(O)N=NC=2C=1.CN(C=O)C. (7) The reactants are: C([N:8]1[CH:12]=[C:11](/[CH:13]=[CH:14]/[C:15]([O:17][CH3:18])=[O:16])[C:10]([C:19]([CH3:22])([CH3:21])[CH3:20])=[N:9]1)C1C=CC=CC=1.C(O)C.O1CCCC1. Given the product [C:19]([C:10]1[C:11]([CH2:13][CH2:14][C:15]([O:17][CH3:18])=[O:16])=[CH:12][NH:8][N:9]=1)([CH3:22])([CH3:20])[CH3:21], predict the reactants needed to synthesize it. (8) The reactants are: Cl.[NH2:2][CH2:3][CH2:4][C:5]([O:7][C:8]([CH3:11])([CH3:10])[CH3:9])=[O:6].C(N(CC)CC)C.Cl[C:20](=[O:27])[CH2:21][C:22]([O:24][CH2:25][CH3:26])=[O:23]. Given the product [C:8]([O:7][C:5](=[O:6])[CH2:4][CH2:3][NH:2][C:20](=[O:27])[CH2:21][C:22]([O:24][CH2:25][CH3:26])=[O:23])([CH3:11])([CH3:10])[CH3:9], predict the reactants needed to synthesize it. (9) Given the product [NH2:4][C:3]1[NH:5][C:12](=[O:11])[CH2:13][C:14]([C:16]2[CH:21]=[CH:20][CH:19]=[C:18]([Br:22])[CH:17]=2)([CH3:15])[N:2]=1, predict the reactants needed to synthesize it. The reactants are: Cl.[NH2:2][C:3]([NH2:5])=[NH:4].C[O-].[Na+].C([O:11][C:12](=O)/[CH:13]=[C:14](/[C:16]1[CH:21]=[CH:20][CH:19]=[C:18]([Br:22])[CH:17]=1)\[CH3:15])C.C(#N)C.O.C(O)(C(F)(F)F)=O. (10) Given the product [CH3:35][C:32]1[CH:31]=[CH:30][C:29]([CH2:28][N:19]([CH2:20][C:21]2[CH:26]=[CH:25][C:24]([CH3:27])=[CH:23][CH:22]=2)[C:17]2[C:18]3[S:11][C:10]([NH:9][C:1](=[O:8])[C:2]4[CH:7]=[CH:6][CH:5]=[CH:4][CH:3]=4)=[N:12][C:13]=3[C:14]([O:36][CH3:37])=[CH:15][CH:16]=2)=[CH:34][CH:33]=1, predict the reactants needed to synthesize it. The reactants are: [C:1]([NH:9][C:10]([NH:12][C:13]1[CH:18]=[C:17]([N:19]([CH2:28][C:29]2[CH:34]=[CH:33][C:32]([CH3:35])=[CH:31][CH:30]=2)[CH2:20][C:21]2[CH:26]=[CH:25][C:24]([CH3:27])=[CH:23][CH:22]=2)[CH:16]=[CH:15][C:14]=1[O:36][CH3:37])=[S:11])(=[O:8])[C:2]1[CH:7]=[CH:6][CH:5]=[CH:4][CH:3]=1.BrBr.